This data is from Full USPTO retrosynthesis dataset with 1.9M reactions from patents (1976-2016). The task is: Predict the reactants needed to synthesize the given product. (1) Given the product [CH3:24][N:25]1[C:29]([CH3:30])=[CH:28][C:27]([NH:31][C:10](=[O:12])[C:9]2[CH:13]=[C:14]([O:16][CH2:17][C:18]3[CH:23]=[CH:22][CH:21]=[CH:20][CH:19]=3)[CH:15]=[C:7]([O:6][C@@H:4]([CH3:5])[CH2:3][O:2][CH3:1])[CH:8]=2)=[N:26]1, predict the reactants needed to synthesize it. The reactants are: [CH3:1][O:2][CH2:3][C@@H:4]([O:6][C:7]1[CH:8]=[C:9]([CH:13]=[C:14]([O:16][CH2:17][C:18]2[CH:23]=[CH:22][CH:21]=[CH:20][CH:19]=2)[CH:15]=1)[C:10]([OH:12])=O)[CH3:5].[CH3:24][N:25]1[C:29]([CH3:30])=[CH:28][C:27]([NH2:31])=[N:26]1.CCN(C(C)C)C(C)C.CN(C(ON1N=NC2C=CC=NC1=2)=[N+](C)C)C.F[P-](F)(F)(F)(F)F. (2) Given the product [NH2:1][C:2](=[O:54])[CH2:3][CH2:4][C:5]1[CH:6]=[C:7]([CH2:44][NH:45][CH3:46])[CH:8]=[CH:9][C:10]=1[C:11]([N:13]1[CH2:18][CH2:17][CH2:16][C@@H:15]([C:19]([C:29]2[CH:34]=[CH:33][CH:32]=[C:31]([Cl:35])[C:30]=2[C:36]2[CH:41]=[CH:40][CH:39]=[C:38]([CH2:42][CH3:43])[CH:37]=2)([OH:28])[CH2:20][CH2:21][CH2:22][NH:23][C:24](=[O:25])[O:26][CH3:27])[CH2:14]1)=[O:12], predict the reactants needed to synthesize it. The reactants are: [NH2:1][C:2](=[O:54])[CH2:3][CH2:4][C:5]1[CH:6]=[C:7]([CH2:44][N:45](C)[C:46](=O)OC(C)(C)C)[CH:8]=[CH:9][C:10]=1[C:11]([N:13]1[CH2:18][CH2:17][CH2:16][C@@H:15]([C:19]([C:29]2[CH:34]=[CH:33][CH:32]=[C:31]([Cl:35])[C:30]=2[C:36]2[CH:41]=[CH:40][CH:39]=[C:38]([CH2:42][CH3:43])[CH:37]=2)([OH:28])[CH2:20][CH2:21][CH2:22][NH:23][C:24]([O:26][CH3:27])=[O:25])[CH2:14]1)=[O:12].Cl. (3) Given the product [F:1][C:2]1[CH:3]=[C:4]2[C:8](=[CH:9][CH:10]=1)[N:7]([C:11]1[N:12]=[C:13]([O:23][CH2:35][CH2:34][C:33]([F:38])([F:37])[F:32])[C:14]3[C:19]([CH3:21])([CH3:20])[C:18](=[O:22])[NH:17][C:15]=3[N:16]=1)[N:6]=[C:5]2[CH2:24][C:25]1[CH:30]=[CH:29][CH:28]=[CH:27][C:26]=1[F:31], predict the reactants needed to synthesize it. The reactants are: [F:1][C:2]1[CH:3]=[C:4]2[C:8](=[CH:9][CH:10]=1)[N:7]([C:11]1[N:12]=[C:13]([OH:23])[C:14]3[C:19]([CH3:21])([CH3:20])[C:18](=[O:22])[NH:17][C:15]=3[N:16]=1)[N:6]=[C:5]2[CH2:24][C:25]1[CH:30]=[CH:29][CH:28]=[CH:27][C:26]=1[F:31].[F:32][C:33]([F:38])([F:37])[CH2:34][CH2:35]O.C1(P(C2C=CC=CC=2)C2C=CC=CC=2)C=CC=CC=1.N(C(OC(C)C)=O)=NC(OC(C)C)=O.